Dataset: Full USPTO retrosynthesis dataset with 1.9M reactions from patents (1976-2016). Task: Predict the reactants needed to synthesize the given product. (1) Given the product [Br:1][C:2]1[C:10]2[S:9][CH:8]=[N:7][C:6]=2[CH:5]=[CH:4][C:3]=1[I:17], predict the reactants needed to synthesize it. The reactants are: [Br:1][C:2]1[C:10]2[S:9][CH:8]=[N:7][C:6]=2[CH:5]=[CH:4][C:3]=1N.Cl.N([O-])=O.[Na+].[I-:17].[K+].S([O-])([O-])(=O)=S.[Na+].[Na+]. (2) Given the product [NH2:1][C:2]1[N:10]=[CH:9][N:8]=[C:7]2[C:3]=1[N:4]([C:24]1[CH:29]=[CH:28][C:27]([O:30][C:31]3[CH:36]=[CH:35][CH:34]=[CH:33][CH:32]=3)=[CH:26][CH:25]=1)[C:5](=[O:23])[N:6]2[C:11]1[CH:12]=[C:13]([CH:20]=[CH:21][CH:22]=1)[CH:14]=[O:15], predict the reactants needed to synthesize it. The reactants are: [NH2:1][C:2]1[N:10]=[CH:9][N:8]=[C:7]2[C:3]=1[N:4]([C:24]1[CH:29]=[CH:28][C:27]([O:30][C:31]3[CH:36]=[CH:35][CH:34]=[CH:33][CH:32]=3)=[CH:26][CH:25]=1)[C:5](=[O:23])[N:6]2[C:11]1[CH:12]=[C:13]([CH:20]=[CH:21][CH:22]=1)[C:14](N(OC)C)=[O:15].CC(C[AlH]CC(C)C)C. (3) The reactants are: O=C1[O:6][CH2:5][C@:4]2([CH2:10][CH2:9][C@H:8]([C:11]3C=C4[C:18](=[CH:19][CH:20]=3)[CH2:17][C@H:16]([CH2:21][CH2:22][CH2:23][CH:24]=[O:25])[CH2:15][CH2:14]4)[CH2:7]2)[NH:3]1.C([SiH]([CH2:31][CH3:32])CC)C.[C:33]([OH:39])([C:35]([F:38])([F:37])[F:36])=[O:34].[N+]([CH3:43])([O-])=O. Given the product [NH2:3][C@:4]1([CH2:5][OH:6])[CH2:10][CH2:9][C@H:8]([C:11]2[CH:35]=[CH:33][C:18]3[CH2:17][C@H:16]([CH2:21][CH2:22][CH2:23][CH2:24][O:25][CH:31]([CH3:32])[CH3:43])[CH2:15][CH2:14][C:19]=3[CH:20]=2)[CH2:7]1.[C:33]([OH:39])([C:35]([F:38])([F:37])[F:36])=[O:34], predict the reactants needed to synthesize it. (4) Given the product [OH:13][CH2:12][CH2:11][NH:10][C:6]1[C:7]([C:8]#[N:9])=[C:2]([N:31]2[CH2:32][CH2:33][N:28]([C:22]3[CH:27]=[CH:26][CH:25]=[CH:24][CH:23]=3)[CH2:29][CH2:30]2)[N:3]=[C:4]([NH:14][CH2:15][C:16]2[CH:17]=[N:18][CH:19]=[CH:20][CH:21]=2)[N:5]=1, predict the reactants needed to synthesize it. The reactants are: Cl[C:2]1[C:7]([C:8]#[N:9])=[C:6]([NH:10][CH2:11][CH2:12][OH:13])[N:5]=[C:4]([NH:14][CH2:15][C:16]2[CH:17]=[N:18][CH:19]=[CH:20][CH:21]=2)[N:3]=1.[C:22]1([N:28]2[CH2:33][CH2:32][NH:31][CH2:30][CH2:29]2)[CH:27]=[CH:26][CH:25]=[CH:24][CH:23]=1.C(N(C(C)C)C(C)C)C. (5) Given the product [CH:1]1([N:6]2[CH2:12][C:11]([F:13])([F:14])[C:10](=[O:15])[N:9]([CH3:16])[C:8]3[CH:17]=[N:18][C:19]([NH:21][C:22]4[C:30]([F:31])=[CH:29][C:25]([C:26]([NH:81][CH2:80][CH2:79][CH2:78][N:77]([CH3:82])[CH3:76])=[O:28])=[C:24]([F:32])[CH:23]=4)=[N:20][C:7]2=3)[CH2:5][CH2:4][CH2:3][CH2:2]1, predict the reactants needed to synthesize it. The reactants are: [CH:1]1([N:6]2[CH2:12][C:11]([F:14])([F:13])[C:10](=[O:15])[N:9]([CH3:16])[C:8]3[CH:17]=[N:18][C:19]([NH:21][C:22]4[C:30]([F:31])=[CH:29][C:25]([C:26]([OH:28])=O)=[C:24]([F:32])[CH:23]=4)=[N:20][C:7]2=3)[CH2:5][CH2:4][CH2:3][CH2:2]1.ON1C2C=CC=CC=2N=N1.F[P-](F)(F)(F)(F)F.CN(C(N(C)C)=[N+]1C2C=CC=CC=2[N+]([O-])=N1)C.C(N(C(C)C)CC)(C)C.[CH3:76][N:77]([CH3:82])[CH2:78][CH2:79][CH2:80][NH2:81].